From a dataset of Full USPTO retrosynthesis dataset with 1.9M reactions from patents (1976-2016). Predict the reactants needed to synthesize the given product. (1) The reactants are: COC(=O)[C:4]1[CH:9]=[CH:8][C:7](Cl)=[C:6]([S:11][C:12]2[CH:17]=[CH:16][CH:15]=[CH:14][CH:13]=2)[C:5]=1[NH2:18].[CH3:20][Al](C)C.[OH2:24].[ClH:25]. Given the product [Cl:25][C:9]1[CH:8]=[CH:7][C:6]2[S:11][C:12]3[CH:13]=[CH:14][CH:15]=[CH:16][C:17]=3[C:20](=[O:24])[NH:18][C:5]=2[CH:4]=1, predict the reactants needed to synthesize it. (2) Given the product [N+:31]([C:28]1[CH:27]=[CH:26][C:25]([O:24][C:22]([N:11]2[CH2:12][CH2:13][N:8]([C:5]3[CH:4]=[CH:3][C:2]([F:1])=[CH:7][CH:6]=3)[CH2:9][CH2:10]2)=[O:23])=[CH:30][CH:29]=1)([O-:33])=[O:32], predict the reactants needed to synthesize it. The reactants are: [F:1][C:2]1[CH:7]=[CH:6][C:5]([N:8]2[CH2:13][CH2:12][NH:11][CH2:10][CH2:9]2)=[CH:4][CH:3]=1.C(N(CC)CC)C.Cl[C:22]([O:24][C:25]1[CH:30]=[CH:29][C:28]([N+:31]([O-:33])=[O:32])=[CH:27][CH:26]=1)=[O:23]. (3) Given the product [C:26]([NH:29][C:30]1[CH:35]=[C:34]([C:16]2[C:6]3[N:7]([C:10]4[CH:15]=[CH:14][CH:13]=[CH:12][CH:11]=4)[CH:8]=[N:9][C:5]=3[CH:4]=[C:3]([C:1]#[N:2])[CH:17]=2)[CH:33]=[CH:32][CH:31]=1)(=[O:28])[CH3:27], predict the reactants needed to synthesize it. The reactants are: [C:1]([C:3]1[CH:17]=[C:16](I)[C:6]2[N:7]([C:10]3[CH:15]=[CH:14][CH:13]=[CH:12][CH:11]=3)[CH:8]=[N:9][C:5]=2[CH:4]=1)#[N:2].C1(C)C=CC=CC=1.[C:26]([NH:29][C:30]1[CH:31]=[C:32](B(O)O)[CH:33]=[CH:34][CH:35]=1)(=[O:28])[CH3:27].C(=O)([O-])[O-].[K+].[K+]. (4) Given the product [OH:24][CH2:23][C@@H:22]([NH:21][C:19](=[O:20])[O:18][C:14]([CH3:17])([CH3:16])[CH3:15])[CH2:26][CH:27]=[CH2:28], predict the reactants needed to synthesize it. The reactants are: CN1CCOCC1.ClC(OCC)=O.[C:14]([O:18][C:19]([NH:21][C@@H:22]([CH2:26][CH:27]=[CH2:28])[C:23](O)=[O:24])=[O:20])([CH3:17])([CH3:16])[CH3:15]. (5) Given the product [N:16]1([CH2:2][CH2:3][CH2:4][N:5]2[C:9](=[O:10])[C:8]3[C:7](=[CH:14][CH:13]=[CH:12][CH:11]=3)[C:6]2=[O:15])[CH2:21][CH2:20][CH2:19][CH2:18][CH2:17]1, predict the reactants needed to synthesize it. The reactants are: Br[CH2:2][CH2:3][CH2:4][N:5]1[C:9](=[O:10])[C:8]2=[CH:11][CH:12]=[CH:13][CH:14]=[C:7]2[C:6]1=[O:15].[NH:16]1[CH2:21][CH2:20][CH2:19][CH2:18][CH2:17]1. (6) Given the product [F:10][C:7]1[C:8]([F:9])=[C:3]([C:2]([F:15])([F:14])[F:1])[C:4]([F:13])=[C:5]([F:12])[C:6]=1[NH2:16], predict the reactants needed to synthesize it. The reactants are: [F:1][C:2]([F:15])([F:14])[C:3]1[C:8]([F:9])=[C:7]([F:10])[C:6](F)=[C:5]([F:12])[C:4]=1[F:13].[NH4+:16].[OH-].